This data is from Catalyst prediction with 721,799 reactions and 888 catalyst types from USPTO. The task is: Predict which catalyst facilitates the given reaction. (1) Reactant: P(Cl)(Cl)([Cl:3])=O.[CH3:6][C:7]1[C:8]([N+:18]([O-:20])=[O:19])=[C:9]2[C:14](=[CH:15][CH:16]=1)[CH:13]=[N+:12]([O-])[CH:11]=[CH:10]2. Product: [Cl:3][C:13]1[C:14]2[C:9](=[C:8]([N+:18]([O-:20])=[O:19])[C:7]([CH3:6])=[CH:16][CH:15]=2)[CH:10]=[CH:11][N:12]=1. The catalyst class is: 26. (2) Reactant: [Br:1][C:2]1[C:3]([NH:22][CH2:23][CH3:24])=[C:4]([NH:16][C:17](=O)[CH2:18][C:19]#[N:20])[CH:5]=[N:6][C:7]=1[O:8][C:9]1[CH:14]=[CH:13][C:12]([F:15])=[CH:11][CH:10]=1. Product: [Br:1][C:2]1[C:3]2[N:22]([CH2:23][CH3:24])[C:17]([CH2:18][C:19]#[N:20])=[N:16][C:4]=2[CH:5]=[N:6][C:7]=1[O:8][C:9]1[CH:14]=[CH:13][C:12]([F:15])=[CH:11][CH:10]=1. The catalyst class is: 52. (3) Reactant: C(OC(=O)[NH:10][CH:11]([C:14]1([CH3:31])[CH2:19][CH2:18][CH:17]([NH:20][C:21]2[CH:22]=[C:23]3[C:28](=[CH:29][CH:30]=2)[CH:27]=[N:26][CH:25]=[CH:24]3)[CH2:16][CH2:15]1)[CH2:12][CH3:13])C1C=CC=CC=1. Product: [NH2:10][CH:11]([C:14]1([CH3:31])[CH2:19][CH2:18][CH:17]([NH:20][C:21]2[CH:22]=[C:23]3[C:28](=[CH:29][CH:30]=2)[CH:27]=[N:26][CH:25]=[CH:24]3)[CH2:16][CH2:15]1)[CH2:12][CH3:13]. The catalyst class is: 19. (4) Reactant: [CH3:1][O:2][C:3]1[CH:20]=[CH:19][C:6]([CH2:7][N:8]2[CH:17]=[C:16]3[C:10]([NH:11][CH2:12][CH2:13][CH2:14][C:15]3=[O:18])=[N:9]2)=[CH:5][CH:4]=1.Cl[CH2:22][C:23]1[CH:28]=[CH:27][N:26]=[CH:25][CH:24]=1.C([O-])([O-])=O.[K+].[K+].[Li+].[Br-]. Product: [CH3:1][O:2][C:3]1[CH:4]=[CH:5][C:6]([CH2:7][N:8]2[CH:17]=[C:16]3[C:10]([N:11]([CH2:22][C:23]4[CH:28]=[CH:27][N:26]=[CH:25][CH:24]=4)[CH2:12][CH2:13][CH2:14][C:15]3=[O:18])=[N:9]2)=[CH:19][CH:20]=1. The catalyst class is: 37.